Dataset: Experimentally validated miRNA-target interactions with 360,000+ pairs, plus equal number of negative samples. Task: Binary Classification. Given a miRNA mature sequence and a target amino acid sequence, predict their likelihood of interaction. The miRNA is hsa-miR-6833-3p with sequence UUUCUCUCUCCACUUCCUCAG. The protein sequence of the target gene is MNILPKKSWHVRNKDNVARVRRDEAQAREEEKERERRVLLAQQEARTEFLRKKARHQNSLPELEAAEAGAPGSGPVDLFRELLEEGKGVIRGNKEYEEEKRQEKERQEKALGILTYLGQSAAEAQTQPPWYQLPPGRGGPPPGPAPDEKIKSRLDPLREMQKHLGKKRQHGGDEGSRSRKEKEGSEKQRPKEPPSLDQLRAERLRREAAERSRAEALLARVQGRALQEGQPEEDETDDRRRRYNSQFNPQLARRPRQQDPHLTH. Result: 0 (no interaction).